From a dataset of Full USPTO retrosynthesis dataset with 1.9M reactions from patents (1976-2016). Predict the reactants needed to synthesize the given product. (1) The reactants are: [Br:1][C:2]1[CH:3]=[CH:4][C:5]([CH:8]=O)=[N:6][CH:7]=1.C(O[BH-](OC(=O)C)OC(=O)C)(=O)C.[Na+].[NH:24]1[CH2:28][CH2:27][CH2:26][CH2:25]1. Given the product [Br:1][C:2]1[CH:3]=[CH:4][C:5]([CH2:8][N:24]2[CH2:28][CH2:27][CH2:26][CH2:25]2)=[N:6][CH:7]=1, predict the reactants needed to synthesize it. (2) Given the product [CH3:1][CH:2]([CH2:39][CH3:40])[CH:3]([C:19]1[CH:24]=[CH:23][C:22]([CH2:25][N:26]2[C:31](=[O:32])[CH2:30][O:29][C:28]([C:33]3[CH:34]=[CH:35][CH:36]=[CH:37][CH:38]=3)=[N:27]2)=[CH:21][CH:20]=1)[C:4]([NH:6][CH2:7][CH:8]1[CH2:13][CH2:12][CH:11]([C:14]([OH:16])=[O:15])[CH2:10][CH2:9]1)=[O:5], predict the reactants needed to synthesize it. The reactants are: [CH3:1][CH:2]([CH2:39][CH3:40])[CH:3]([C:19]1[CH:24]=[CH:23][C:22]([CH2:25][N:26]2[C:31](=[O:32])[CH2:30][O:29][C:28]([C:33]3[CH:38]=[CH:37][CH:36]=[CH:35][CH:34]=3)=[N:27]2)=[CH:21][CH:20]=1)[C:4]([NH:6][CH2:7][CH:8]1[CH2:13][CH2:12][CH:11]([C:14]([O:16]CC)=[O:15])[CH2:10][CH2:9]1)=[O:5].[OH-].[Na+]. (3) Given the product [CH3:21][N:22]([CH3:42])[CH2:23][CH2:24][CH2:25][O:26][C:27]1[CH:28]=[N:29][C:30]([C:33]2[CH:34]=[C:35]([CH:39]([N:62]3[C:71](=[O:72])[CH:13]=[CH:14][C:9]([C:5]4[CH:4]=[C:3]([CH:8]=[CH:7][CH:6]=4)[C:1]#[N:2])=[N:63]3)[CH3:40])[CH:36]=[CH:37][CH:38]=2)=[N:31][CH:32]=1, predict the reactants needed to synthesize it. The reactants are: [C:1]([C:3]1[CH:4]=[C:5]([C:9]2C(=O)NN=[CH:13][CH:14]=2)[CH:6]=[CH:7][CH:8]=1)#[N:2].N#N.[Cl-].[Cl-].[Ca+2].[CH3:21][N:22]([CH3:42])[CH2:23][CH2:24][CH2:25][O:26][C:27]1[CH:28]=[N:29][C:30]([C:33]2[CH:34]=[C:35]([CH:39](O)[CH3:40])[CH:36]=[CH:37][CH:38]=2)=[N:31][CH:32]=1.C1(P(C2C=CC=CC=2)C2C=CC=CC=2)C=CC=CC=1.[N:62]([C:71](OC(C)(C)C)=[O:72])=[N:63]C(OC(C)(C)C)=O. (4) Given the product [CH3:9][O:8][C:6]([CH:5]1[CH:24]([C:25]2[CH:30]=[CH:29][CH:28]=[CH:27][N:26]=2)[CH2:23][C:22](=[O:31])[CH:21]([C:17]2[C:16]([CH3:32])=[CH:15][C:14]([Br:13])=[CH:19][C:18]=2[CH3:20])[C:4]1=[O:11])=[O:7], predict the reactants needed to synthesize it. The reactants are: C[O-].[Na+].[C:4]([O:11]C)(=O)[CH2:5][C:6]([O:8][CH3:9])=[O:7].[Br:13][C:14]1[CH:19]=[C:18]([CH3:20])[C:17]([CH2:21][C:22](=[O:31])[CH:23]=[CH:24][C:25]2[CH:30]=[CH:29][CH:28]=[CH:27][N:26]=2)=[C:16]([CH3:32])[CH:15]=1. (5) Given the product [CH3:44][S:45]([O:36][CH2:35][C:34]#[C:33][C:4]1[CH:3]=[C:2]([F:1])[CH:32]=[CH:31][C:5]=1[CH2:6][NH:7][C:8]([C:10]1[N:11]=[C:12]2[N:17]([C:18](=[O:28])[C:19]=1[O:20][CH2:21][C:22]1[CH:27]=[CH:26][CH:25]=[CH:24][CH:23]=1)[CH2:16][CH2:15][O:14][C:13]2([CH3:30])[CH3:29])=[O:9])(=[O:47])=[O:46], predict the reactants needed to synthesize it. The reactants are: [F:1][C:2]1[CH:32]=[CH:31][C:5]([CH2:6][NH:7][C:8]([C:10]2[N:11]=[C:12]3[N:17]([C:18](=[O:28])[C:19]=2[O:20][CH2:21][C:22]2[CH:27]=[CH:26][CH:25]=[CH:24][CH:23]=2)[CH2:16][CH2:15][O:14][C:13]3([CH3:30])[CH3:29])=[O:9])=[C:4]([C:33]#[C:34][CH2:35][OH:36])[CH:3]=1.C(N(CC)CC)C.[CH3:44][S:45](Cl)(=[O:47])=[O:46]. (6) Given the product [Cl:27][C:19]1[CH:18]=[C:17]([C:15]2[O:14][N:13]=[C:12]([C:7]3[CH:8]=[CH:9][CH:10]=[C:11]4[C:6]=3[CH:5]=[CH:4][N:3]=[C:2]4[N:28]3[CH2:33][CH2:32][CH:31]([C:34]([O:36][CH2:37][CH3:38])=[O:35])[CH2:30][CH2:29]3)[N:16]=2)[CH:22]=[CH:21][C:20]=1[O:23][CH:24]([CH3:25])[CH3:26], predict the reactants needed to synthesize it. The reactants are: Cl[C:2]1[C:11]2[C:6](=[C:7]([C:12]3[N:16]=[C:15]([C:17]4[CH:22]=[CH:21][C:20]([O:23][CH:24]([CH3:26])[CH3:25])=[C:19]([Cl:27])[CH:18]=4)[O:14][N:13]=3)[CH:8]=[CH:9][CH:10]=2)[CH:5]=[CH:4][N:3]=1.[NH:28]1[CH2:33][CH2:32][CH:31]([C:34]([O:36][CH2:37][CH3:38])=[O:35])[CH2:30][CH2:29]1. (7) The reactants are: [Br:1][C:2]1[CH:3]=[C:4]2[C:9](=[CH:10][CH:11]=1)[N:8]=[CH:7][C:6]([C:12](=[O:14])[CH3:13])=[C:5]2Cl.[CH3:16][N:17]([CH3:27])[CH2:18][CH2:19][C:20]1[CH:26]=[CH:25][C:23]([NH2:24])=[CH:22][CH:21]=1. Given the product [Br:1][C:2]1[CH:3]=[C:4]2[C:9](=[CH:10][CH:11]=1)[N:8]=[CH:7][C:6]([C:12](=[O:14])[CH3:13])=[C:5]2[NH:24][C:23]1[CH:22]=[CH:21][C:20]([CH2:19][CH2:18][N:17]([CH3:16])[CH3:27])=[CH:26][CH:25]=1, predict the reactants needed to synthesize it. (8) Given the product [Cl:1][C:2]1[CH:11]=[C:10]([Cl:12])[C:9]([OH:13])=[C:8]2[C:3]=1[CH:4]=[CH:5][C:6]([CH:14]=[O:16])=[N:7]2, predict the reactants needed to synthesize it. The reactants are: [Cl:1][C:2]1[CH:11]=[C:10]([Cl:12])[C:9]([OH:13])=[C:8]2[C:3]=1[CH:4]=[CH:5][C:6]([CH3:14])=[N:7]2.[Se](=O)=[O:16].